From a dataset of Forward reaction prediction with 1.9M reactions from USPTO patents (1976-2016). Predict the product of the given reaction. (1) The product is: [C:14]([O:13][C:11](=[O:12])[NH:10][C:8]1[S:9][C:5]([CH2:3][OH:2])=[C:6]([CH3:18])[N:7]=1)([CH3:17])([CH3:15])[CH3:16]. Given the reactants C[O:2][C:3]([C:5]1[S:9][C:8]([NH:10][C:11]([O:13][C:14]([CH3:17])([CH3:16])[CH3:15])=[O:12])=[N:7][C:6]=1[CH3:18])=O.[H-].[Al+3].[Li+].[H-].[H-].[H-], predict the reaction product. (2) Given the reactants [CH3:1][O:2][C:3]1[CH:8]=[CH:7][C:6]([C@H:9]2[CH2:14][CH2:13][CH2:12][C@@H:11](C=C)[N:10]2[C:17](=[O:21])[CH2:18][CH:19]=[CH2:20])=[CH:5][CH:4]=1, predict the reaction product. The product is: [CH3:1][O:2][C:3]1[CH:4]=[CH:5][C:6]([C@H:9]2[CH2:14][CH2:13][CH2:12][C@@H:11]3[N:10]2[C:17](=[O:21])[CH2:18][CH:19]=[CH:20]3)=[CH:7][CH:8]=1. (3) Given the reactants [OH:1][C:2]1[CH:7]=[CH:6][C:5]([CH:8]=[CH:9][C:10]([NH:12][CH3:13])=[O:11])=[CH:4][CH:3]=1.Br[CH2:15][C:16]1[CH:17]=[C:18]([CH:21]=[CH:22][CH:23]=1)[C:19]#[N:20], predict the reaction product. The product is: [C:19]([C:18]1[CH:17]=[C:16]([CH:23]=[CH:22][CH:21]=1)[CH2:15][O:1][C:2]1[CH:3]=[CH:4][C:5]([CH:8]=[CH:9][C:10]([NH:12][CH3:13])=[O:11])=[CH:6][CH:7]=1)#[N:20]. (4) Given the reactants [Cl:1][C:2]1[CH:7]=[CH:6][C:5]([CH2:8][Cl:9])=[CH:4][N:3]=1.ClC1C=C(C=CC=1)C(OO)=[O:15], predict the reaction product. The product is: [Cl:1][C:2]1[CH:7]=[CH:6][C:5]([CH2:8][Cl:9])=[CH:4][N+:3]=1[O-:15]. (5) Given the reactants [Cl:1][C:2]1[CH:7]=[CH:6][CH:5]=[CH:4][C:3]=1[C@@H:8]1[CH2:10][C@H:9]1[NH:11]C(=O)COC, predict the reaction product. The product is: [Cl:1][C:2]1[CH:7]=[CH:6][CH:5]=[CH:4][C:3]=1[C@@H:8]1[CH2:10][C@H:9]1[NH2:11]. (6) The product is: [CH3:1][O:2][C:3]1[CH:4]=[C:5]([C:6](=[O:7])[CH3:21])[CH:12]=[C:13]([S:15]([F:17])([F:20])([F:19])([F:16])[F:18])[CH:14]=1. Given the reactants [CH3:1][O:2][C:3]1[CH:4]=[C:5]([CH:12]=[C:13]([S:15]([F:20])([F:19])([F:18])([F:17])[F:16])[CH:14]=1)[C:6](N(OC)C)=[O:7].[CH3:21][Mg]Br, predict the reaction product. (7) Given the reactants [CH:1]1([N:6]2[C:15]3[N:14]=[C:13]([NH:16][C:17]4[CH:18]=[CH:19][C:20]([C:26]([OH:28])=O)=[C:21]5[C:25]=4[O:24][CH2:23][CH2:22]5)[N:12]=[CH:11][C:10]=3[N:9]([CH3:29])[C:8](=[O:30])[C:7]2([CH2:33][CH3:34])[CH2:31][CH3:32])[CH2:5][CH2:4][CH2:3][CH2:2]1.F[B-](F)(F)F.[N:40]1(OC(N(C)C)=[N+](C)C)[C:44]2[CH:45]=[CH:46]C=[CH:48][C:43]=2N=N1.[CH:57]([N:60](C(C)C)CC)(C)C.C(=O)([O-])[O-].[Na+].[Na+], predict the reaction product. The product is: [CH:1]1([N:6]2[C:15]3[N:14]=[C:13]([NH:16][C:17]4[CH:18]=[CH:19][C:20]([C:26]([NH:40][CH:44]5[CH2:43][CH2:48][N:60]([CH3:57])[CH2:46][CH2:45]5)=[O:28])=[C:21]5[C:25]=4[O:24][CH2:23][CH2:22]5)[N:12]=[CH:11][C:10]=3[N:9]([CH3:29])[C:8](=[O:30])[C:7]2([CH2:31][CH3:32])[CH2:33][CH3:34])[CH2:5][CH2:4][CH2:3][CH2:2]1.